From a dataset of Catalyst prediction with 721,799 reactions and 888 catalyst types from USPTO. Predict which catalyst facilitates the given reaction. (1) Reactant: [OH-].[Na+].C1(S([N:12]2[C:20]3[C:15](=[CH:16][CH:17]=[CH:18][CH:19]=3)[C:14]([C:21]3[N:22]=[C:23]([N:43]4[CH2:48][CH2:47][O:46][CH2:45][CH2:44]4)[C:24]4[S:29][C:28]([CH2:30][N:31]5[CH2:42][CH2:41][C:34]6([O:39][CH2:38][C:37](=[O:40])[NH:36][CH2:35]6)[CH2:33][CH2:32]5)=[CH:27][C:25]=4[N:26]=3)=[CH:13]2)(=O)=O)C=CC=CC=1. Product: [NH:12]1[C:20]2[C:15](=[CH:16][CH:17]=[CH:18][CH:19]=2)[C:14]([C:21]2[N:22]=[C:23]([N:43]3[CH2:48][CH2:47][O:46][CH2:45][CH2:44]3)[C:24]3[S:29][C:28]([CH2:30][N:31]4[CH2:42][CH2:41][C:34]5([O:39][CH2:38][C:37](=[O:40])[NH:36][CH2:35]5)[CH2:33][CH2:32]4)=[CH:27][C:25]=3[N:26]=2)=[CH:13]1. The catalyst class is: 12. (2) Reactant: [C:1]([N:9]1[CH2:12][CH:11]([CH2:13][O:14][C:15]2[C:24]([CH:25]3[CH2:27][CH2:26]3)=[CH:23][C:18]([C:19]([O:21]C)=[O:20])=[C:17]([F:28])[CH:16]=2)[CH2:10]1)(=[O:8])[C:2]1[CH:7]=[CH:6][CH:5]=[CH:4][CH:3]=1.[OH-].[Li+]. Product: [C:1]([N:9]1[CH2:10][CH:11]([CH2:13][O:14][C:15]2[C:24]([CH:25]3[CH2:26][CH2:27]3)=[CH:23][C:18]([C:19]([OH:21])=[O:20])=[C:17]([F:28])[CH:16]=2)[CH2:12]1)(=[O:8])[C:2]1[CH:7]=[CH:6][CH:5]=[CH:4][CH:3]=1. The catalyst class is: 20. (3) Reactant: [Cl:1]CC(O[C:6](=O)[CH2:7][Cl:8])=O.C(OC(=O)[NH:16][C:17]1[CH:22]=[CH:21][N:20]=[CH:19][C:18]=1[NH:23][CH2:24][CH3:25])(C)(C)C. Product: [ClH:1].[Cl:8][CH2:7][C:6]1[N:23]([CH2:24][CH3:25])[C:18]2[CH:19]=[N:20][CH:21]=[CH:22][C:17]=2[N:16]=1. The catalyst class is: 4. (4) Reactant: [Cl:1][C:2]1[CH:3]=[CH:4][C:5]2[O:10][C:9]([C:11]3[CH:16]=[C:15]([Cl:17])[CH:14]=[CH:13][C:12]=3[OH:18])=[N:8][C:7](=O)[C:6]=2[CH:20]=1.Cl.[NH:22]([CH2:24][C:25]1[CH:30]=[CH:29][CH:28]=[CH:27][N:26]=1)[NH2:23].C(N(CC)CC)C. Product: [Cl:1][C:2]1[CH:3]=[CH:4][C:5]([OH:10])=[C:6]([C:7]2[N:8]=[C:9]([C:11]3[CH:16]=[C:15]([Cl:17])[CH:14]=[CH:13][C:12]=3[OH:18])[N:22]([CH2:24][C:25]3[CH:30]=[CH:29][CH:28]=[CH:27][N:26]=3)[N:23]=2)[CH:20]=1. The catalyst class is: 8. (5) Reactant: [C:1]([C:5]1[CH:32]=[C:8]2[N:9]=[C:10]([CH3:31])[C:11]([CH:23]([CH2:28][CH2:29][CH3:30])[C:24]([O:26]C)=[O:25])=[C:12]([C:13]3[CH:14]=[C:15]4[C:19](=[CH:20][CH:21]=3)[N:18]([CH3:22])[CH2:17][CH2:16]4)[N:7]2[N:6]=1)([CH3:4])([CH3:3])[CH3:2].[OH-].[Na+]. Product: [C:1]([C:5]1[CH:32]=[C:8]2[N:9]=[C:10]([CH3:31])[C:11]([CH:23]([CH2:28][CH2:29][CH3:30])[C:24]([OH:26])=[O:25])=[C:12]([C:13]3[CH:14]=[C:15]4[C:19](=[CH:20][CH:21]=3)[N:18]([CH3:22])[CH2:17][CH2:16]4)[N:7]2[N:6]=1)([CH3:3])([CH3:4])[CH3:2]. The catalyst class is: 5. (6) Reactant: [CH:1]1([CH2:4][O:5][C:6]2[C:7]([F:16])=[CH:8][C:9]([C:12]([O:14]C)=[O:13])=[N:10][CH:11]=2)[CH2:3][CH2:2]1.C1COCC1.[OH-].[Li+].Cl. Product: [CH:1]1([CH2:4][O:5][C:6]2[C:7]([F:16])=[CH:8][C:9]([C:12]([OH:14])=[O:13])=[N:10][CH:11]=2)[CH2:3][CH2:2]1. The catalyst class is: 5. (7) Reactant: [C:1]([C:4]1[C:5]([N:13]2[CH2:18][CH2:17][N:16]([C:19](=[O:37])[C@H:20]([NH:29]C(=O)OC(C)(C)C)[CH2:21][C:22]3[CH:27]=[CH:26][C:25]([Cl:28])=[CH:24][CH:23]=3)[CH2:15][CH2:14]2)=[C:6]2[CH:12]=[CH:11][NH:10][C:7]2=[N:8][CH:9]=1)(=O)[NH2:2]. Product: [NH2:29][C@H:20]([CH2:21][C:22]1[CH:23]=[CH:24][C:25]([Cl:28])=[CH:26][CH:27]=1)[C:19]([N:16]1[CH2:17][CH2:18][N:13]([C:5]2[C:4]([C:1]#[N:2])=[CH:9][N:8]=[C:7]3[NH:10][CH:11]=[CH:12][C:6]=23)[CH2:14][CH2:15]1)=[O:37]. The catalyst class is: 265.